Dataset: Forward reaction prediction with 1.9M reactions from USPTO patents (1976-2016). Task: Predict the product of the given reaction. (1) Given the reactants CN(C(ON1N=NC2C=CC=NC1=2)=[N+](C)C)C.F[P-](F)(F)(F)(F)F.CN(C=O)C.[Cl:30][C:31]1[CH:39]=[CH:38][C:34]([C:35](O)=[O:36])=[C:33]([NH:40][C@@H:41]2[CH2:46][CH2:45][CH2:44][CH2:43][C@H:42]2[N:47]2[CH2:52][CH2:51][CH2:50][CH2:49][CH2:48]2)[CH:32]=1.[NH2:53][C:54]1[CH:63]=[C:62]2[C:57]([CH2:58][CH2:59][C:60](=[O:65])[N:61]2[CH3:64])=[CH:56][CH:55]=1, predict the reaction product. The product is: [ClH:30].[Cl:30][C:31]1[CH:39]=[CH:38][C:34]([C:35]([NH:53][C:54]2[CH:63]=[C:62]3[C:57]([CH2:58][CH2:59][C:60](=[O:65])[N:61]3[CH3:64])=[CH:56][CH:55]=2)=[O:36])=[C:33]([NH:40][C@@H:41]2[CH2:46][CH2:45][CH2:44][CH2:43][C@H:42]2[N:47]2[CH2:48][CH2:49][CH2:50][CH2:51][CH2:52]2)[CH:32]=1. (2) Given the reactants Cl[C:2]1[CH:11]=[CH:10][C:9]2[C:8]([CH3:13])([OH:12])[CH2:7][CH2:6][CH2:5][C:4]=2[N:3]=1.CC1(C)C2C(=C(P(C3C=CC=CC=3)C3C=CC=CC=3)C=CC=2)OC2C(P(C3C=CC=CC=3)C3C=CC=CC=3)=CC=CC1=2.C(=O)([O-])[O-].[Cs+].[Cs+].[C:62](=[NH:75])([C:69]1[CH:74]=[CH:73][CH:72]=[CH:71][CH:70]=1)[C:63]1[CH:68]=[CH:67][CH:66]=[CH:65][CH:64]=1, predict the reaction product. The product is: [C:63]1([C:62](=[N:75][C:2]2[CH:11]=[CH:10][C:9]3[C:8]([CH3:13])([OH:12])[CH2:7][CH2:6][CH2:5][C:4]=3[N:3]=2)[C:69]2[CH:70]=[CH:71][CH:72]=[CH:73][CH:74]=2)[CH:68]=[CH:67][CH:66]=[CH:65][CH:64]=1.